Binary Classification. Given a drug SMILES string, predict its activity (active/inactive) in a high-throughput screening assay against a specified biological target. From a dataset of KCNQ2 potassium channel screen with 302,405 compounds. (1) The compound is O=C(c1c(NC(=O)C)cccc1)C(O)=O. The result is 0 (inactive). (2) The molecule is o1nc(c(c1C)C(=O)Nc1cccnc1)c1ccccc1. The result is 0 (inactive). (3) The molecule is S(=O)(=O)(Nc1ccc(OC)cc1)c1cc(ccc1)C(O)=O. The result is 0 (inactive). (4) The molecule is S(c1ncnc2c3c(oc12)cccc3)CC(=O)Nc1cc(ccc1)C(F)(F)F. The result is 0 (inactive). (5) The drug is O(c1c2ncccc2ccc1)CCOCCOc1c(OC)cc(cc1)/C=C\C. The result is 0 (inactive). (6) The drug is S(c1n(CCC(C)C)c2c(n(c(=O)[nH]c2=O)C)n1)c1sc2c(n1)cccc2. The result is 0 (inactive). (7) The compound is O1C(CCC1)CNC(=O)CCc1cc(C(C)(C)C)c(O)c(C(C)(C)C)c1. The result is 0 (inactive).